This data is from Catalyst prediction with 721,799 reactions and 888 catalyst types from USPTO. The task is: Predict which catalyst facilitates the given reaction. (1) Reactant: [F:1][CH:2]([F:21])[O:3][C:4]1[N:8]([C:9]2[CH:14]=[CH:13][C:12]([CH2:15][OH:16])=[CH:11][CH:10]=2)[N:7]=[C:6]([C:17]([F:20])([F:19])[F:18])[CH:5]=1. Product: [F:21][CH:2]([F:1])[O:3][C:4]1[N:8]([C:9]2[CH:10]=[CH:11][C:12]([CH:15]=[O:16])=[CH:13][CH:14]=2)[N:7]=[C:6]([C:17]([F:20])([F:19])[F:18])[CH:5]=1. The catalyst class is: 177. (2) Reactant: [F:1][C:2]1[CH:7]=[C:6]([C:8]2[CH:13]=[CH:12][C:11]([O:14][CH2:15][C:16]3[CH:25]=[CH:24][C:23]4[C:18](=[CH:19][CH:20]=[CH:21][CH:22]=4)[N:17]=3)=[CH:10][CH:9]=2)[C:5]([OH:26])=[CH:4][CH:3]=1.[F:27][C:28]([F:41])([F:40])[S:29](O[S:29]([C:28]([F:41])([F:40])[F:27])(=[O:31])=[O:30])(=[O:31])=[O:30]. Product: [F:27][C:28]([F:41])([F:40])[S:29]([O:26][C:5]1[CH:4]=[CH:3][C:2]([F:1])=[CH:7][C:6]=1[C:8]1[CH:13]=[CH:12][C:11]([O:14][CH2:15][C:16]2[CH:25]=[CH:24][C:23]3[C:18](=[CH:19][CH:20]=[CH:21][CH:22]=3)[N:17]=2)=[CH:10][CH:9]=1)(=[O:31])=[O:30]. The catalyst class is: 17. (3) Reactant: CN(C)C=O.[CH3:6][O:7][C:8]1[CH:17]=[C:16]2[C:11]([CH:12]=[CH:13][C:14](=[O:32])[N:15]2[CH2:18][CH2:19][CH2:20][C:21]2([C:27]([O:29][CH2:30][CH3:31])=[O:28])[CH2:26][CH2:25][NH:24][CH2:23][CH2:22]2)=[CH:10][CH:9]=1.C(=O)([O-])[O-].[K+].[K+].Br[CH2:40][CH2:41][CH2:42][C:43]1[CH:48]=[CH:47][CH:46]=[CH:45][CH:44]=1. Product: [CH3:6][O:7][C:8]1[CH:17]=[C:16]2[C:11]([CH:12]=[CH:13][C:14](=[O:32])[N:15]2[CH2:18][CH2:19][CH2:20][C:21]2([C:27]([O:29][CH2:30][CH3:31])=[O:28])[CH2:26][CH2:25][N:24]([CH2:40][CH2:41][CH2:42][C:43]3[CH:48]=[CH:47][CH:46]=[CH:45][CH:44]=3)[CH2:23][CH2:22]2)=[CH:10][CH:9]=1. The catalyst class is: 69. (4) Reactant: C([O:8][N:9]1[C:15](=[O:16])[N:14]2[CH2:17][C@H:10]1[CH2:11][CH2:12][C@H:13]2[C:18]1[S:22][C:21]([N:23]2[CH2:28][CH2:27][N:26]([C:29]([O:31][C:32]([CH3:35])([CH3:34])[CH3:33])=[O:30])[CH2:25][CH2:24]2)=[N:20][N:19]=1)C1C=CC=CC=1. Product: [OH:8][N:9]1[C:15](=[O:16])[N:14]2[CH2:17][C@H:10]1[CH2:11][CH2:12][C@H:13]2[C:18]1[S:22][C:21]([N:23]2[CH2:28][CH2:27][N:26]([C:29]([O:31][C:32]([CH3:35])([CH3:34])[CH3:33])=[O:30])[CH2:25][CH2:24]2)=[N:20][N:19]=1. The catalyst class is: 833.